This data is from Peptide-MHC class I binding affinity with 185,985 pairs from IEDB/IMGT. The task is: Regression. Given a peptide amino acid sequence and an MHC pseudo amino acid sequence, predict their binding affinity value. This is MHC class I binding data. The peptide sequence is ISILDRIDTR. The MHC is HLA-A03:01 with pseudo-sequence HLA-A03:01. The binding affinity (normalized) is 0.324.